This data is from Retrosynthesis with 50K atom-mapped reactions and 10 reaction types from USPTO. The task is: Predict the reactants needed to synthesize the given product. Given the product CC(C)(C)OC(=O)N1CCC(CN)C1, predict the reactants needed to synthesize it. The reactants are: CC(C)(C)OC(=O)N1CCC(CNC(=O)C(F)(F)F)C1.